From a dataset of Forward reaction prediction with 1.9M reactions from USPTO patents (1976-2016). Predict the product of the given reaction. (1) Given the reactants Br[C:2]1[S:6][C:5]([S:7]([NH2:10])(=[O:9])=[O:8])=[CH:4][CH:3]=1.[CH3:11][C:12]1([CH3:26])[C:17]2[CH:18]=[C:19](B(O)O)[CH:20]=[CH:21][C:16]=2[NH:15][C:14](=[O:25])[O:13]1, predict the reaction product. The product is: [CH3:11][C:12]1([CH3:26])[O:13][C:14](=[O:25])[NH:15][C:16]2[CH:21]=[CH:20][C:19]([C:4]3[CH:3]=[CH:2][S:6][C:5]=3[S:7]([NH2:10])(=[O:9])=[O:8])=[CH:18][C:17]1=2. (2) Given the reactants [Cl:1][C:2]1[C:7]2[C:8](=[O:12])[NH:9][CH:10](O)[C:6]=2[C:5]([F:13])=[C:4]([F:14])[N:3]=1.FC(F)(F)C(O)=O.C([SiH](CC)CC)C, predict the reaction product. The product is: [Cl:1][C:2]1[C:7]2[C:8](=[O:12])[NH:9][CH2:10][C:6]=2[C:5]([F:13])=[C:4]([F:14])[N:3]=1. (3) Given the reactants [CH:1]1([N:4]([CH2:37][C:38]2[CH:43]=[CH:42][N:41]=[CH:40][CH:39]=2)[C:5](=[O:36])[CH:6]([CH2:16][C:17]2[CH:22]=[CH:21][C:20]([O:23][CH2:24][CH2:25][O:26][C:27]3[C:32]([Cl:33])=[CH:31][C:30]([CH3:34])=[CH:29][C:28]=3[Cl:35])=[CH:19][CH:18]=2)[CH2:7][NH:8][C:9](=[O:15])[O:10][C:11]([CH3:14])([CH3:13])[CH3:12])[CH2:3][CH2:2]1.ClC1C=C(C=CC=1)C(OO)=[O:49], predict the reaction product. The product is: [C:11]([O:10][C:9](=[O:15])[NH:8][CH2:7][CH:6]([CH2:16][C:17]1[CH:22]=[CH:21][C:20]([O:23][CH2:24][CH2:25][O:26][C:27]2[C:32]([Cl:33])=[CH:31][C:30]([CH3:34])=[CH:29][C:28]=2[Cl:35])=[CH:19][CH:18]=1)[C:5]([N:4]([CH:1]1[CH2:2][CH2:3]1)[CH2:37][C:38]1[CH:43]=[CH:42][N+:41]([O-:49])=[CH:40][CH:39]=1)=[O:36])([CH3:14])([CH3:13])[CH3:12]. (4) Given the reactants Br[CH2:2][CH3:3].[Mg].Cl[C:6]1[C:7]2[N:8]([CH:12]=[C:13]([C:15]3[CH:20]=[CH:19][C:18]([F:21])=[CH:17][C:16]=3[F:22])[N:14]=2)[CH:9]=[CH:10][N:11]=1.CN1C(=O)CCC1.CC[Mg+].[Br-], predict the reaction product. The product is: [F:22][C:16]1[CH:17]=[C:18]([F:21])[CH:19]=[CH:20][C:15]=1[C:13]1[N:14]=[C:7]2[C:6]([CH2:2][CH3:3])=[N:11][CH:10]=[CH:9][N:8]2[CH:12]=1.